From a dataset of Forward reaction prediction with 1.9M reactions from USPTO patents (1976-2016). Predict the product of the given reaction. (1) Given the reactants [NH2:1][C:2]1[N:7]=[CH:6][N:5]=[C:4]2[N:8]([CH:12]([C:14]3[O:15][C:16]4[C:21]([C:22](=[O:31])[C:23]=3[C:24]3[CH:29]=[CH:28][CH:27]=[C:26]([F:30])[CH:25]=3)=[CH:20][C:19]([F:32])=[CH:18][CH:17]=4)[CH3:13])[N:9]=[C:10](I)[C:3]=12.C([N:40]1[C:48]2[C:43](=[CH:44][CH:45]=[C:46](B3OC(C)(C)C(C)(C)O3)[CH:47]=2)[C:42]([CH3:58])=[N:41]1)(OC(C)(C)C)=O.C(=O)([O-])[O-].[Na+].[Na+].ClCCl, predict the reaction product. The product is: [NH2:1][C:2]1[N:7]=[CH:6][N:5]=[C:4]2[N:8]([CH:12]([C:14]3[O:15][C:16]4[C:21]([C:22](=[O:31])[C:23]=3[C:24]3[CH:29]=[CH:28][CH:27]=[C:26]([F:30])[CH:25]=3)=[CH:20][C:19]([F:32])=[CH:18][CH:17]=4)[CH3:13])[N:9]=[C:10]([C:46]3[CH:47]=[C:48]4[C:43]([C:42]([CH3:58])=[N:41][NH:40]4)=[CH:44][CH:45]=3)[C:3]=12. (2) Given the reactants [N:1]1([C:7]2[N:12]=[C:11]([O:13][C:14]3[C:23]4[C:18](=[CH:19][CH:20]=[CH:21][CH:22]=4)[C:17]([C:24](=[O:28])[C:25]([OH:27])=O)=[CH:16][CH:15]=3)[CH:10]=[CH:9][N:8]=2)[CH2:6][CH2:5][O:4][CH2:3][CH2:2]1.C(Cl)(=O)C(Cl)=O.[NH2:35][C:36]1[C:37]([O:51][CH3:52])=[C:38]([NH:46][S:47]([CH3:50])(=[O:49])=[O:48])[CH:39]=[C:40]([C:42]([CH3:45])([CH3:44])[CH3:43])[CH:41]=1.CCN(C(C)C)C(C)C, predict the reaction product. The product is: [C:42]([C:40]1[CH:39]=[C:38]([NH:46][S:47]([CH3:50])(=[O:49])=[O:48])[C:37]([O:51][CH3:52])=[C:36]([NH:35][C:25](=[O:27])[C:24]([C:17]2[C:18]3[C:23](=[CH:22][CH:21]=[CH:20][CH:19]=3)[C:14]([O:13][C:11]3[CH:10]=[CH:9][N:8]=[C:7]([N:1]4[CH2:6][CH2:5][O:4][CH2:3][CH2:2]4)[N:12]=3)=[CH:15][CH:16]=2)=[O:28])[CH:41]=1)([CH3:45])([CH3:43])[CH3:44].